Predict the reaction yield, written as a fraction of the theoretical maximum amount of product (1.0 means a 100% yield; for example, 0.34 means a 34% yield). From a dataset of Reaction yield outcomes from USPTO patents with 853,638 reactions. (1) The reactants are [C:1]([N:8]1[CH:12]=[CH:11]N=[CH:9]1)([N:3]1[CH:7]=[CH:6]N=C1)=[O:2].NCCCNCC[CH2:20][N:21]([CH2:29][CH:30]1[CH2:35][CH2:34][C:33]2[CH:36]=[CH:37][CH:38]=[CH:39][C:32]=2[O:31]1)[CH2:22][C:23]1[CH:28]=[CH:27][CH:26]=[CH:25][CH:24]=1. The catalyst is C1COCC1. The product is [O:31]1[C:32]2[CH:39]=[CH:38][CH:37]=[CH:36][C:33]=2[CH2:34][CH2:35][CH:30]1[CH2:29][N:21]([CH2:22][C:23]1[CH:24]=[CH:25][CH:26]=[CH:27][CH:28]=1)[CH2:20][CH2:11][CH2:12][N:8]1[CH2:9][CH2:6][CH2:7][NH:3][C:1]1=[O:2]. The yield is 0.420. (2) The reactants are [H-].[Na+].[Cl:3][C:4]1[CH:9]=[CH:8][C:7]([C:10]2[NH:14][N:13]=[CH:12][C:11]=2[C:15]2[CH:20]=[CH:19][N:18]=[CH:17][CH:16]=2)=[CH:6][CH:5]=1.[CH3:21][Si:22]([CH3:29])([CH3:28])[CH2:23][CH2:24][O:25][CH2:26]Cl.O. The catalyst is O1CCCC1. The product is [Cl:3][C:4]1[CH:5]=[CH:6][C:7]([C:10]2[N:14]([CH2:26][O:25][CH2:24][CH2:23][Si:22]([CH3:29])([CH3:28])[CH3:21])[N:13]=[CH:12][C:11]=2[C:15]2[CH:20]=[CH:19][N:18]=[CH:17][CH:16]=2)=[CH:8][CH:9]=1. The yield is 0.900. (3) The reactants are [CH2:1]([O:3][C:4](=[O:46])[CH2:5][NH:6][C:7]([C:9]1[C:14]([O:15]CC2C=CC=CC=2)=[C:13]([CH3:23])[N:12]=[C:11]([CH2:24][CH:25]2[CH2:30][CH2:29][N:28]([C:31]3[CH:36]=[CH:35][C:34]([C:37]4[CH:42]=[CH:41][C:40]([C:43](=[O:45])[CH3:44])=[CH:39][CH:38]=4)=[CH:33][CH:32]=3)[CH2:27][CH2:26]2)[N:10]=1)=[O:8])[CH3:2]. The catalyst is C(OCC)(=O)C.ClCCl.[Pd]. The product is [CH2:1]([O:3][C:4](=[O:46])[CH2:5][NH:6][C:7]([C:9]1[C:14]([OH:15])=[C:13]([CH3:23])[N:12]=[C:11]([CH2:24][CH:25]2[CH2:26][CH2:27][N:28]([C:31]3[CH:32]=[CH:33][C:34]([C:37]4[CH:38]=[CH:39][C:40]([CH:43]([OH:45])[CH3:44])=[CH:41][CH:42]=4)=[CH:35][CH:36]=3)[CH2:29][CH2:30]2)[N:10]=1)=[O:8])[CH3:2]. The yield is 0.770. (4) The reactants are [CH3:1][O:2][C:3]1[C:4](=[O:38])[C:5]([CH3:37])=[C:6]([CH2:12][C:13]2[CH:14]=[CH:15][C:16]([O:33]C(=O)C)=[C:17]([CH:32]=2)[C:18]([NH:20][C:21]2[CH:26]=[CH:25][C:24]([C:27]3[CH:31]=[CH:30][NH:29][N:28]=3)=[CH:23][CH:22]=2)=[O:19])[C:7](=[O:11])[C:8]=1[O:9][CH3:10].C(=O)([O-])O.[Na+]. The catalyst is CO.ClCCl.O. The product is [CH3:1][O:2][C:3]1[C:4](=[O:38])[C:5]([CH3:37])=[C:6]([CH2:12][C:13]2[CH:14]=[CH:15][C:16]([OH:33])=[C:17]([CH:32]=2)[C:18]([NH:20][C:21]2[CH:26]=[CH:25][C:24]([C:27]3[CH:31]=[CH:30][NH:29][N:28]=3)=[CH:23][CH:22]=2)=[O:19])[C:7](=[O:11])[C:8]=1[O:9][CH3:10]. The yield is 0.590.